From a dataset of Forward reaction prediction with 1.9M reactions from USPTO patents (1976-2016). Predict the product of the given reaction. (1) Given the reactants [F:1][C:2]([F:18])([F:17])[C:3]1[CH:4]=[C:5]([CH2:13][CH2:14][CH2:15]O)[CH:6]=[C:7]([C:9]([F:12])([F:11])[F:10])[CH:8]=1.C(Br)(Br)(Br)[Br:20].C1(P(C2C=CC=CC=2)C2C=CC=CC=2)C=CC=CC=1, predict the reaction product. The product is: [F:1][C:2]([F:18])([F:17])[C:3]1[CH:4]=[C:5]([CH2:13][CH2:14][CH2:15][Br:20])[CH:6]=[C:7]([C:9]([F:12])([F:11])[F:10])[CH:8]=1. (2) Given the reactants [CH3:1][C:2]1[N:6]([C:7]2[CH:12]=[CH:11][C:10]([C:13]([F:16])([F:15])[F:14])=[CH:9][N:8]=2)[N:5]=[CH:4][C:3]=1[C:17](Cl)=[O:18].[NH2:20][C:21]1[CH:22]=[C:23]([C:28]#[N:29])[C:24]([Cl:27])=[N:25][CH:26]=1.O, predict the reaction product. The product is: [Cl:27][C:24]1[N:25]=[CH:26][C:21]([NH:20][C:17]([C:3]2[CH:4]=[N:5][N:6]([C:7]3[CH:12]=[CH:11][C:10]([C:13]([F:16])([F:15])[F:14])=[CH:9][N:8]=3)[C:2]=2[CH3:1])=[O:18])=[CH:22][C:23]=1[C:28]#[N:29]. (3) Given the reactants [Cl:1][C:2]1[CH:3]=[C:4]([C@H:8]2[CH2:13][CH2:12][C:11](=[O:14])[N:10]([CH:15]([CH2:18][CH2:19][CH:20]=[O:21])[CH:16]=[O:17])[C@@H:9]2[C:22]2[CH:27]=[CH:26][C:25]([Cl:28])=[CH:24][CH:23]=2)[CH:5]=[CH:6][CH:7]=1.[BH4-].[Na+], predict the reaction product. The product is: [Cl:1][C:2]1[CH:3]=[C:4]([C@@H:8]2[C@@H:9]([C:22]3[CH:27]=[CH:26][C:25]([Cl:28])=[CH:24][CH:23]=3)[N:10]([CH:15]([CH2:18][CH2:19][CH2:20][OH:21])[CH2:16][OH:17])[C:11](=[O:14])[CH2:12][CH2:13]2)[CH:5]=[CH:6][CH:7]=1. (4) Given the reactants Br[C:2]1[CH:7]=[CH:6][C:5]([C@H:8]([N:13](C2(C#N)CC2)[C@H:14]([C:20]([NH2:22])=[O:21])[CH2:15][C:16]([F:19])([CH3:18])[CH3:17])[C:9]([F:12])([F:11])[F:10])=[CH:4][CH:3]=1.[CH3:28][S:29][C:30]1[CH:35]=[CH:34][C:33](B(O)O)=[CH:32][CH:31]=1.[C:39]([O-])([O-])=O.[Na+].[Na+].C[N:46]([CH:48]=O)C.C(O[CH2:54][CH3:55])(=O)C, predict the reaction product. The product is: [C:48]([C:55]1([NH:22][C:20](=[O:21])[C@H:14]([CH2:15][C:16]([F:19])([CH3:18])[CH3:17])[NH:13][C@@H:8]([C:5]2[CH:6]=[CH:7][C:2]([C:33]3[CH:34]=[CH:35][C:30]([S:29][CH3:28])=[CH:31][CH:32]=3)=[CH:3][CH:4]=2)[C:9]([F:12])([F:11])[F:10])[CH2:54][CH2:39]1)#[N:46]. (5) Given the reactants [C:1](=[O:11])([O:3][CH2:4][C:5]1[CH:10]=[CH:9][CH:8]=[CH:7][CH:6]=1)[NH2:2].O.[C:13]([OH:17])(=[O:16])[CH:14]=[O:15], predict the reaction product. The product is: [CH2:4]([O:3][C:1]([NH:2][CH:14]([OH:15])[C:13]([OH:17])=[O:16])=[O:11])[C:5]1[CH:6]=[CH:7][CH:8]=[CH:9][CH:10]=1. (6) Given the reactants C(OC(=O)[NH:7][CH:8]([C:10]1[O:11][C:12](=[N:21][C:22]2[CH:27]=[C:26]([F:28])[CH:25]=[C:24]([F:29])[CH:23]=2)[C:13]2[C:19]([Cl:20])=[CH:18][CH:17]=[CH:16][C:14]=2[N:15]=1)[CH3:9])(C)(C)C, predict the reaction product. The product is: [NH2:7][CH:8]([C:10]1[N:21]([C:22]2[CH:27]=[C:26]([F:28])[CH:25]=[C:24]([F:29])[CH:23]=2)[C:12](=[O:11])[C:13]2[C:14](=[CH:16][CH:17]=[CH:18][C:19]=2[Cl:20])[N:15]=1)[CH3:9].